This data is from Reaction yield outcomes from USPTO patents with 853,638 reactions. The task is: Predict the reaction yield, written as a fraction of the theoretical maximum amount of product (1.0 means a 100% yield; for example, 0.34 means a 34% yield). (1) The reactants are [CH2:1]([O:8][C:9]1[CH:17]=[CH:16][C:15]([C:18]2[NH:39][C:21]3=[N:22][CH:23]=[C:24]([CH:26]4[CH2:31][CH2:30][N:29](C(OC(C)(C)C)=O)[CH2:28][CH2:27]4)[CH:25]=[C:20]3[N:19]=2)=[CH:14][C:10]=1[C:11]([OH:13])=[O:12])[C:2]1[CH:7]=[CH:6][CH:5]=[CH:4][CH:3]=1.[ClH:40].O1CCOCC1. No catalyst specified. The product is [ClH:40].[ClH:40].[CH2:1]([O:8][C:9]1[CH:17]=[CH:16][C:15]([C:18]2[NH:39][C:21]3=[N:22][CH:23]=[C:24]([CH:26]4[CH2:31][CH2:30][NH:29][CH2:28][CH2:27]4)[CH:25]=[C:20]3[N:19]=2)=[CH:14][C:10]=1[C:11]([OH:13])=[O:12])[C:2]1[CH:3]=[CH:4][CH:5]=[CH:6][CH:7]=1. The yield is 0.970. (2) The reactants are [Cl:1][C:2]1[CH:3]=[C:4](/[CH:9]=[CH:10]/[CH2:11][CH2:12][OH:13])[CH:5]=[CH:6][C:7]=1[Cl:8].[CH3:14][S:15](Cl)(=[O:17])=[O:16]. The catalyst is C(Cl)Cl.O. The product is [CH3:14][S:15]([O:13][CH2:12][CH2:11]/[CH:10]=[CH:9]/[C:4]1[CH:5]=[CH:6][C:7]([Cl:8])=[C:2]([Cl:1])[CH:3]=1)(=[O:17])=[O:16]. The yield is 0.970.